From a dataset of Catalyst prediction with 721,799 reactions and 888 catalyst types from USPTO. Predict which catalyst facilitates the given reaction. (1) Reactant: [OH:1][C:2]1[C:3]([C:24]([NH:26][CH2:27][C:28]([O:30]CC)=[O:29])=[O:25])=[C:4]2[C:9](=[CH:10][C:11]=1[C:12]1[CH:17]=[CH:16][CH:15]=[CH:14][CH:13]=1)[N:8]=[CH:7][C:6]([C:18]1[CH:23]=[CH:22][CH:21]=[CH:20][CH:19]=1)=[N:5]2.[OH-].[Na+]. Product: [OH:1][C:2]1[C:3]([C:24]([NH:26][CH2:27][C:28]([OH:30])=[O:29])=[O:25])=[C:4]2[C:9](=[CH:10][C:11]=1[C:12]1[CH:13]=[CH:14][CH:15]=[CH:16][CH:17]=1)[N:8]=[CH:7][C:6]([C:18]1[CH:23]=[CH:22][CH:21]=[CH:20][CH:19]=1)=[N:5]2. The catalyst class is: 8. (2) The catalyst class is: 14. Reactant: [CH2:1]([O:8][CH2:9][C@H:10]([CH:26]([CH3:28])[CH3:27])[CH2:11][C@H:12]([NH:18][C:19]([O:21][C:22]([CH3:25])([CH3:24])[CH3:23])=[O:20])[C:13](OCC)=[O:14])[C:2]1[CH:7]=[CH:6][CH:5]=[CH:4][CH:3]=1.[BH4-].[Na+]. Product: [CH2:1]([O:8][CH2:9][C@H:10]([CH:26]([CH3:28])[CH3:27])[CH2:11][C@H:12]([NH:18][C:19](=[O:20])[O:21][C:22]([CH3:23])([CH3:24])[CH3:25])[CH2:13][OH:14])[C:2]1[CH:3]=[CH:4][CH:5]=[CH:6][CH:7]=1. (3) Reactant: [C:1]([C:3]1[CH:8]=[CH:7][C:6]([N:9]([CH2:18][CH:19]2[CH2:21][CH2:20]2)[CH2:10][C:11]([O:13]C(C)(C)C)=[O:12])=[CH:5][C:4]=1[C:22]([F:25])([F:24])[F:23])#[N:2].C(O)(C(F)(F)F)=O.C([SiH](CC)CC)C. Product: [C:1]([C:3]1[CH:8]=[CH:7][C:6]([N:9]([CH2:18][CH:19]2[CH2:20][CH2:21]2)[CH2:10][C:11]([OH:13])=[O:12])=[CH:5][C:4]=1[C:22]([F:23])([F:25])[F:24])#[N:2]. The catalyst class is: 2. (4) Reactant: [F:1][C:2]([F:18])([F:17])[C:3]([NH:5][CH2:6][CH2:7][C:8]1[CH:13]=[CH:12][C:11]([N+:14]([O-:16])=[O:15])=[CH:10][CH:9]=1)=[O:4].[CH2:19]=O.OS(O)(=O)=O. Product: [F:1][C:2]([F:17])([F:18])[C:3]([N:5]1[CH2:6][CH2:7][C:8]2[C:13](=[CH:12][C:11]([N+:14]([O-:16])=[O:15])=[CH:10][CH:9]=2)[CH2:19]1)=[O:4]. The catalyst class is: 52. (5) Reactant: [CH3:1][C:2]1[CH:7]=[C:6]([CH3:8])[N:5]=[CH:4][C:3]=1[N:9]1[CH2:14][CH2:13][N:12](S(C2C=CC(C)=CC=2)(=O)=O)[CH2:11][CH2:10]1.Br.[OH-].[Na+]. Product: [CH3:1][C:2]1[CH:7]=[C:6]([CH3:8])[N:5]=[CH:4][C:3]=1[N:9]1[CH2:10][CH2:11][NH:12][CH2:13][CH2:14]1. The catalyst class is: 15.